Dataset: Full USPTO retrosynthesis dataset with 1.9M reactions from patents (1976-2016). Task: Predict the reactants needed to synthesize the given product. (1) Given the product [F:1][C:2]1[CH:7]=[CH:6][CH:5]=[C:4]([F:8])[C:3]=1[N:9]1[C:13]([S:37]([C:27]2[CH:28]=[CH:29][CH:30]=[CH:31][CH:32]=2)(=[O:41])=[O:39])=[CH:12][C:11]([C:21]([O:23][CH2:24][CH3:25])=[O:22])=[N:10]1, predict the reactants needed to synthesize it. The reactants are: [F:1][C:2]1[CH:7]=[CH:6][CH:5]=[C:4]([F:8])[C:3]=1[N:9]1[C:13](SC2C=CC=CC=2)=[CH:12][C:11]([C:21]([O:23][CH2:24][CH3:25])=[O:22])=[N:10]1.Cl[C:27]1[CH:32]=[CH:31][CH:30]=[C:29](C(OO)=O)[CH:28]=1.[S:37]([O-:41])([O-])(=[O:39])=S.[Na+].[Na+]. (2) Given the product [ClH:1].[S:5]1[CH2:4][CH2:3][N:2]=[C:22]1[CH2:23][C:24]1[C:25]([O:42][CH3:43])=[CH:26][C:27]([CH2:32][C@H:33]([NH2:35])[CH3:34])=[C:28]([O:30][CH3:31])[CH:29]=1, predict the reactants needed to synthesize it. The reactants are: [ClH:1].[NH2:2][CH2:3][CH2:4][SH:5].[Al](CC(C)C)(CC(C)C)CC(C)C.C(O[C:22](=O)[CH2:23][C:24]1[CH:29]=[C:28]([O:30][CH3:31])[C:27]([CH2:32][CH:33]([NH:35]C(=O)C(F)(F)F)[CH3:34])=[CH:26][C:25]=1[O:42][CH3:43])C.